Dataset: Catalyst prediction with 721,799 reactions and 888 catalyst types from USPTO. Task: Predict which catalyst facilitates the given reaction. (1) Reactant: CC([O-])(C)C.[K+].[CH2:7]([OH:10])[CH2:8][OH:9].[C:11]([O:15][C:16]([N:18]1[CH2:23][CH2:22][CH:21]([C:24]2[C:33]3[C:28](=[CH:29][C:30](F)=[CH:31][CH:32]=3)[N:27]=[CH:26][N:25]=2)[CH2:20][CH2:19]1)=[O:17])([CH3:14])([CH3:13])[CH3:12].CS(C)=O. Product: [C:11]([O:15][C:16]([N:18]1[CH2:23][CH2:22][CH:21]([C:24]2[C:33]3[C:28](=[CH:29][C:30]([O:9][CH2:8][CH2:7][OH:10])=[CH:31][CH:32]=3)[N:27]=[CH:26][N:25]=2)[CH2:20][CH2:19]1)=[O:17])([CH3:14])([CH3:12])[CH3:13]. The catalyst class is: 250. (2) Reactant: C(O[C:5]([C:7]1[C:12]([C:13]2([CH3:18])[O:17][CH2:16][CH2:15][O:14]2)=[CH:11][CH:10]=[CH:9][N:8]=1)=[O:6])(C)C.[O:19]1[C:23]2[CH:24]=[CH:25][C:26]([CH2:28][N:29]3[C:33](=[O:34])[CH2:32][CH2:31][C:30]3=[O:35])=[CH:27][C:22]=2[O:21][CH2:20]1.[H-].[Na+]. Product: [O:19]1[C:23]2[CH:24]=[CH:25][C:26]([CH2:28][N:29]3[C:33](=[O:34])[CH2:32][C:31](=[C:5]([OH:6])[C:7]4[C:12]([C:13]5([CH3:18])[O:14][CH2:15][CH2:16][O:17]5)=[CH:11][CH:10]=[CH:9][N:8]=4)[C:30]3=[O:35])=[CH:27][C:22]=2[O:21][CH2:20]1. The catalyst class is: 36. (3) Reactant: [N:1]1([C:10]2[N:15]=[C:14]([NH:16][CH:17]3[CH2:22][CH2:21][O:20][CH2:19][CH2:18]3)[C:13]([N+:23]([O-])=O)=[C:12]([C:26]3[CH:31]=[CH:30][CH:29]=[CH:28][CH:27]=3)[N:11]=2)[C:5]2[CH:6]=[CH:7][CH:8]=[CH:9][C:4]=2[N:3]=[CH:2]1.[O-]S(S([O-])=O)=O.[Na+].[Na+].C([O-])(O)=O.[Na+].CO. Product: [N:1]1([C:10]2[N:15]=[C:14]([NH:16][CH:17]3[CH2:18][CH2:19][O:20][CH2:21][CH2:22]3)[C:13]([NH2:23])=[C:12]([C:26]3[CH:31]=[CH:30][CH:29]=[CH:28][CH:27]=3)[N:11]=2)[C:5]2[CH:6]=[CH:7][CH:8]=[CH:9][C:4]=2[N:3]=[CH:2]1. The catalyst class is: 299. (4) Reactant: [H-].[H-].[H-].[H-].[Li+].[Al+3].[CH3:7][O:8][C:9]1[CH:14]=[CH:13][C:12]([CH2:15][N:16]2[C:24]3[CH2:23][CH2:22][N:21]([C:25]([O:27][C:28]([CH3:31])([CH3:30])[CH3:29])=[O:26])[CH2:20][C:19]=3[C:18]([C:32](OCC)=[O:33])=[N:17]2)=[CH:11][CH:10]=1. Product: [OH:33][CH2:32][C:18]1[C:19]2[CH2:20][N:21]([C:25]([O:27][C:28]([CH3:31])([CH3:30])[CH3:29])=[O:26])[CH2:22][CH2:23][C:24]=2[N:16]([CH2:15][C:12]2[CH:11]=[CH:10][C:9]([O:8][CH3:7])=[CH:14][CH:13]=2)[N:17]=1. The catalyst class is: 1. (5) Reactant: CS(C)=O.[CH2:5]([C:9]1[N:13]([CH2:14][C:15]2[CH:20]=[CH:19][C:18]([C:21]3[CH:26]=[CH:25][CH:24]=[CH:23][C:22]=3[C:27]3[N:31]([C:32]([C:45]4[CH:50]=[CH:49][CH:48]=[CH:47][CH:46]=4)([C:39]4[CH:44]=[CH:43][CH:42]=[CH:41][CH:40]=4)[C:33]4[CH:38]=[CH:37][CH:36]=[CH:35][CH:34]=4)[N:30]=[N:29][N:28]=3)=[CH:17][CH:16]=2)[C:12]([CH2:51]OS(C)(=O)=O)=[C:11]([Cl:57])[N:10]=1)[CH2:6][CH2:7][CH3:8].[N-:58]=[N+:59]=[N-:60].[Na+].[Na+].[Cl-]. Product: [N:58]([CH2:51][C:12]1[N:13]([CH2:14][C:15]2[CH:20]=[CH:19][C:18]([C:21]3[CH:26]=[CH:25][CH:24]=[CH:23][C:22]=3[C:27]3[N:31]([C:32]([C:45]4[CH:50]=[CH:49][CH:48]=[CH:47][CH:46]=4)([C:39]4[CH:44]=[CH:43][CH:42]=[CH:41][CH:40]=4)[C:33]4[CH:38]=[CH:37][CH:36]=[CH:35][CH:34]=4)[N:30]=[N:29][N:28]=3)=[CH:17][CH:16]=2)[C:9]([CH2:5][CH2:6][CH2:7][CH3:8])=[N:10][C:11]=1[Cl:57])=[N+:59]=[N-:60]. The catalyst class is: 25.